From a dataset of Reaction yield outcomes from USPTO patents with 853,638 reactions. Predict the reaction yield, written as a fraction of the theoretical maximum amount of product (1.0 means a 100% yield; for example, 0.34 means a 34% yield). (1) The reactants are [NH:1]1[C:5]2[CH:6]=[N:7][CH:8]=[C:9]([C:10]#[N:11])[C:4]=2[CH:3]=[CH:2]1. The catalyst is [Ni].N.CO. The product is [NH:1]1[C:5]2=[CH:6][N:7]=[CH:8][C:9]([CH2:10][NH2:11])=[C:4]2[CH:3]=[CH:2]1. The yield is 0.990. (2) The reactants are [CH3:1][C:2]1[N:3]=[C:4]([N:12]2[CH2:15][CH:14]([NH:16][CH3:17])[CH2:13]2)[S:5][C:6]=1[C:7]([O:9][CH2:10][CH3:11])=[O:8].[Cl:18][C:19]1[N:20]=[C:21]([C:26]([OH:28])=O)[NH:22][C:23]=1[CH2:24][CH3:25].CCN=C=NCCCN(C)C.Cl.ON1C2C=CC=CC=2N=N1.CN1CCOCC1. No catalyst specified. The product is [Cl:18][C:19]1[N:20]=[C:21]([C:26]([N:16]([CH3:17])[CH:14]2[CH2:13][N:12]([C:4]3[S:5][C:6]([C:7]([O:9][CH2:10][CH3:11])=[O:8])=[C:2]([CH3:1])[N:3]=3)[CH2:15]2)=[O:28])[NH:22][C:23]=1[CH2:24][CH3:25]. The yield is 0.910. (3) The reactants are [CH3:1][C:2]([Si:5]([CH3:25])([CH3:24])[O:6][CH2:7][C@H:8]([NH:16][C:17](=[O:23])[O:18][C:19]([CH3:22])([CH3:21])[CH3:20])[CH2:9][N:10]1[CH2:15][CH2:14][NH:13][CH2:12][CH2:11]1)([CH3:4])[CH3:3].C(Cl)CCl.C1C=C2C(N(O)N=NC2=CC=1)=O.[S:42]1[C:46]2[CH:47]=[CH:48][CH:49]=[CH:50][C:45]=2[CH:44]=[C:43]1[C:51]([NH:53][C@H:54]([C:59](O)=[O:60])[CH2:55][CH:56]([CH3:58])[CH3:57])=[O:52].CN1CCOCC1. The catalyst is C(Cl)Cl. The product is [S:42]1[C:46]2[CH:47]=[CH:48][CH:49]=[CH:50][C:45]=2[CH:44]=[C:43]1[C:51]([NH:53][C@H:54]([C:59]([N:13]1[CH2:12][CH2:11][N:10]([CH2:9][C@@H:8]([NH:16][C:17](=[O:23])[O:18][C:19]([CH3:22])([CH3:21])[CH3:20])[CH2:7][O:6][Si:5]([C:2]([CH3:1])([CH3:3])[CH3:4])([CH3:25])[CH3:24])[CH2:15][CH2:14]1)=[O:60])[CH2:55][CH:56]([CH3:57])[CH3:58])=[O:52]. The yield is 0.750.